Task: Predict the reaction yield, written as a fraction of the theoretical maximum amount of product (1.0 means a 100% yield; for example, 0.34 means a 34% yield).. Dataset: Reaction yield outcomes from USPTO patents with 853,638 reactions (1) No catalyst specified. The product is [CH:1]1([CH2:4][N:5]2[C:17]3[C:16]([C:18]([NH2:20])=[O:19])=[CH:15][C:14]([C:21]4[C:22]([CH3:27])=[N:23][O:24][C:25]=4[CH3:26])=[CH:13][C:12]=3[C:11]3[C:6]2=[CH:7][C:8]([O:28][CH3:29])=[CH:9][CH:10]=3)[CH2:3][CH2:2]1. The reactants are [CH:1]1([CH2:4][N:5]2[C:17]3[C:16]([C:18]([NH2:20])=[O:19])=[CH:15][C:14]([C:21]4[C:22]([CH3:27])=[N:23][O:24][C:25]=4[CH3:26])=[CH:13][C:12]=3[C:11]3[C:6]2=[CH:7][C:8]([OH:28])=[CH:9][CH:10]=3)[CH2:3][CH2:2]1.[C:29](=O)([O-])[O-].[K+].[K+].IC. The yield is 0.350. (2) The reactants are FC(F)(F)[C:3]([N:5]([C:7]1[C:16]2[C:11](=[CH:12][CH:13]=[C:14]([OH:17])[CH:15]=2)[CH:10]=[CH:9][CH:8]=1)C)=O.[BH4-].[Na+]. The catalyst is CCO. The product is [CH3:3][NH:5][C:7]1[CH:8]=[CH:9][CH:10]=[C:11]2[C:16]=1[CH:15]=[C:14]([OH:17])[CH:13]=[CH:12]2. The yield is 0.870. (3) The reactants are [C:1](Cl)(=[O:4])[CH:2]=[CH2:3].[NH2:6][C:7]1[CH:8]=[N:9][N:10]([CH2:37][O:38][CH2:39][CH2:40][Si:41]([CH3:44])([CH3:43])[CH3:42])[C:11]=1[C:12]1[CH:13]=[C:14]2[C:19](=[CH:20][N:21]=1)[CH2:18][N:17]([C:22]1[C:27]([F:28])=[C:26]([O:29][CH3:30])[CH:25]=[C:24]([O:31][CH3:32])[C:23]=1[F:33])[C:16](=[O:34])[C:15]12[CH2:36][CH2:35]1.C(N(CC)CC)C. The catalyst is C(Cl)Cl. The product is [F:33][C:23]1[C:24]([O:31][CH3:32])=[CH:25][C:26]([O:29][CH3:30])=[C:27]([F:28])[C:22]=1[N:17]1[C:16](=[O:34])[C:15]2([CH2:36][CH2:35]2)[C:14]2[C:19](=[CH:20][N:21]=[C:12]([C:11]3[N:10]([CH2:37][O:38][CH2:39][CH2:40][Si:41]([CH3:42])([CH3:44])[CH3:43])[N:9]=[CH:8][C:7]=3[NH:6][C:1](=[O:4])[CH:2]=[CH2:3])[CH:13]=2)[CH2:18]1. The yield is 0.650.